This data is from Forward reaction prediction with 1.9M reactions from USPTO patents (1976-2016). The task is: Predict the product of the given reaction. (1) Given the reactants Br[C:2]1[CH:18]=[CH:17][C:5]2[NH:6][C:7]([CH2:9][CH2:10][N:11]3[CH2:15][CH2:14][CH2:13][CH:12]3[CH3:16])=[N:8][C:4]=2[CH:3]=1.[C:19]([C:21]1[CH:26]=[CH:25][C:24](B(O)O)=[CH:23][CH:22]=1)#[N:20].C([O-])([O-])=O.[Na+].[Na+], predict the reaction product. The product is: [CH3:16][CH:12]1[CH2:13][CH2:14][CH2:15][N:11]1[CH2:10][CH2:9][C:7]1[NH:6][C:5]2[CH:17]=[CH:18][C:2]([C:24]3[CH:25]=[CH:26][C:21]([C:19]#[N:20])=[CH:22][CH:23]=3)=[CH:3][C:4]=2[N:8]=1. (2) Given the reactants [NH2:1][C:2]1[C:3]([C:13](=[O:21])[CH2:14][C:15]2[N:19]([CH3:20])[N:18]=[CH:17][N:16]=2)=[C:4]([CH:9]=[C:10]([F:12])[CH:11]=1)[C:5]([O:7][CH3:8])=[O:6].C(N(CC)CC)C.[C:29](=O)([O:35]C(C)(C)C)[O:30][C:31]([CH3:34])([CH3:33])[CH3:32], predict the reaction product. The product is: [C:31]([O:30][C:29]([NH:1][C:2]1[C:3]([C:13](=[O:21])[CH2:14][C:15]2[N:19]([CH3:20])[N:18]=[CH:17][N:16]=2)=[C:4]([CH:9]=[C:10]([F:12])[CH:11]=1)[C:5]([O:7][CH3:8])=[O:6])=[O:35])([CH3:34])([CH3:33])[CH3:32]. (3) Given the reactants [CH3:1][C:2]1[C:6]([CH:7]([C:12]2[CH:17]=[CH:16][C:15]([OH:18])=[CH:14][CH:13]=2)[CH2:8][C:9]([OH:11])=[O:10])=[C:5]([CH3:19])[O:4][N:3]=1.[CH3:20]S(O)(=O)=O, predict the reaction product. The product is: [CH3:1][C:2]1[C:6]([CH:7]([C:12]2[CH:13]=[CH:14][C:15]([OH:18])=[CH:16][CH:17]=2)[CH2:8][C:9]([O:11][CH3:20])=[O:10])=[C:5]([CH3:19])[O:4][N:3]=1. (4) Given the reactants CC(C)([O-])C.[Na+].[CH3:7][C:8]([C:10]1[CH:11]=[CH:12][C:13]([OH:16])=[CH:14][CH:15]=1)=[O:9].[C:17](OCC)(=[O:22])[CH2:18][CH2:19][CH2:20][CH3:21].CC(C)([O-])C.[Na+].C1COCC1, predict the reaction product. The product is: [OH:16][C:13]1[CH:14]=[CH:15][C:10]([C:8](=[O:9])[CH2:7][C:17](=[O:22])[CH2:18][CH2:19][CH2:20][CH3:21])=[CH:11][CH:12]=1. (5) Given the reactants [NH:1]1[CH2:4][CH:3]([N:5]2[C:9]([C:10]3[CH:15]=[C:14]([C:16]([F:19])([F:18])[F:17])[CH:13]=[CH:12][C:11]=3[C:20]3[CH:29]=[CH:28][CH:27]=[C:26]4[C:21]=3[CH:22]=[CH:23][C:24]([S:30]([NH:33][C:34]3[S:35][CH:36]=[CH:37][N:38]=3)(=[O:32])=[O:31])=[CH:25]4)=[CH:8][CH:7]=[N:6]2)[CH2:2]1.Cl[CH2:40]CCl.C=O.C(O[BH-](OC(=O)C)OC(=O)C)(=O)C.[Na+], predict the reaction product. The product is: [CH3:40][N:1]1[CH2:2][CH:3]([N:5]2[C:9]([C:10]3[CH:15]=[C:14]([C:16]([F:19])([F:17])[F:18])[CH:13]=[CH:12][C:11]=3[C:20]3[CH:29]=[CH:28][CH:27]=[C:26]4[C:21]=3[CH:22]=[CH:23][C:24]([S:30]([NH:33][C:34]3[S:35][CH:36]=[CH:37][N:38]=3)(=[O:31])=[O:32])=[CH:25]4)=[CH:8][CH:7]=[N:6]2)[CH2:4]1. (6) The product is: [CH3:5][O:6][C:7]([C:9]1[C:18]([O:19][CH:2]([CH3:4])[CH3:3])=[C:17]2[C:12]([CH:13]=[CH:14][CH:15]=[N:16]2)=[CH:11][N:10]=1)=[O:8]. Given the reactants Br[CH:2]([CH3:4])[CH3:3].[CH3:5][O:6][C:7]([C:9]1[C:18]([OH:19])=[C:17]2[C:12]([CH:13]=[CH:14][CH:15]=[N:16]2)=[CH:11][N:10]=1)=[O:8].C([O-])([O-])=O.[K+].[K+].[NH4+].[Cl-], predict the reaction product. (7) Given the reactants C([O:8][C:9]1[CH:10]=[C:11]([CH:15]2[C:20]([CH3:22])([CH3:21])[O:19][C:18]([NH:23][CH:24]3[CH2:29][CH2:28][CH2:27][CH2:26][CH2:25]3)=[N:17][S:16]2(=[O:31])=[O:30])[CH:12]=[CH:13][CH:14]=1)C1C=CC=CC=1, predict the reaction product. The product is: [CH:24]1([NH:23][C:18]2[O:19][C:20]([CH3:22])([CH3:21])[CH:15]([C:11]3[CH:10]=[C:9]([OH:8])[CH:14]=[CH:13][CH:12]=3)[S:16](=[O:31])(=[O:30])[N:17]=2)[CH2:29][CH2:28][CH2:27][CH2:26][CH2:25]1. (8) Given the reactants [OH:1][CH:2]([C:4]1[N:9]=[N:8][C:7]([C:10]([O:12][CH3:13])=[O:11])=[CH:6][CH:5]=1)[CH3:3].[C:14]1(O)[CH:19]=[CH:18][CH:17]=[CH:16][CH:15]=1.C1(P(C2C=CC=CC=2)C2C=CC=CC=2)C=CC=CC=1.N(C(OC(C)C)=O)=NC(OC(C)C)=O, predict the reaction product. The product is: [O:1]([CH:2]([C:4]1[N:9]=[N:8][C:7]([C:10]([O:12][CH3:13])=[O:11])=[CH:6][CH:5]=1)[CH3:3])[C:14]1[CH:19]=[CH:18][CH:17]=[CH:16][CH:15]=1. (9) Given the reactants [CH3:1][C:2]1[N:3]=[CH:4][N:5]([C:8]2[CH:9]=[C:10]([NH:14][C:15]([NH2:17])=[S:16])[CH:11]=[CH:12][CH:13]=2)[C:6]=1[CH3:7].Cl[CH:19]1[C:27]2[C:22](=[CH:23][CH:24]=[CH:25][CH:26]=2)[CH2:21][C:20]1=O, predict the reaction product. The product is: [CH3:1][C:2]1[N:3]=[CH:4][N:5]([C:8]2[CH:9]=[C:10]([NH:14][C:15]3[S:16][C:21]4[C:22]5[C:27](=[CH:26][CH:25]=[CH:24][CH:23]=5)[CH2:19][C:20]=4[N:17]=3)[CH:11]=[CH:12][CH:13]=2)[C:6]=1[CH3:7].